This data is from Catalyst prediction with 721,799 reactions and 888 catalyst types from USPTO. The task is: Predict which catalyst facilitates the given reaction. (1) Reactant: N[C:2]1[CH:10]=[C:9]2[C:5]([CH2:6][O:7][C:8]2=[C:11]2[C:19]3[C:14](=[CH:15][CH:16]=[C:17]([Cl:20])[CH:18]=3)[NH:13][C:12]2=[O:21])=[CH:4][CH:3]=1.[CH:22]([N:25](CC)C(C)C)(C)[CH3:23].C(Cl)(=[O:33])C. Product: [Cl:20][C:17]1[CH:18]=[C:19]2[C:14](=[CH:15][CH:16]=1)[NH:13][C:12](=[O:21])[C:11]2=[C:8]1[C:9]2[C:5](=[CH:4][CH:3]=[C:2]([CH2:23][C:22]([NH2:25])=[O:33])[CH:10]=2)[CH2:6][O:7]1. The catalyst class is: 1. (2) Reactant: CC[C@@]1(O)C(=O)[O:7]CC2C(N3C(=CC1=2)C1N=C2C(C=CC=C2)=CC=1C3)=O.[CH2:27]1[CH2:32][CH2:31][CH:30]([N:33]=[C:34]=[N:35][CH:36]2[CH2:41][CH2:40][CH2:39][CH2:38][CH2:37]2)[CH2:29][CH2:28]1. Product: [CH:36]1([NH:35][C:34]([NH:33][CH:30]2[CH2:29][CH2:28][CH2:27][CH2:32][CH2:31]2)=[O:7])[CH2:41][CH2:40][CH2:39][CH2:38][CH2:37]1. The catalyst class is: 241. (3) Reactant: [Cl:1][C:2]1[CH:3]=[CH:4][CH:5]=[C:6]2[C:10]=1[NH:9][CH:8]=[C:7]2[S:11]([CH3:14])(=[O:13])=[O:12].[H-].[Na+].Br[CH2:18][C:19]#[N:20].O.C(OCC)(=O)C. Product: [Cl:1][C:2]1[CH:3]=[CH:4][CH:5]=[C:6]2[C:10]=1[N:9]([CH2:18][C:19]#[N:20])[CH:8]=[C:7]2[S:11]([CH3:14])(=[O:13])=[O:12]. The catalyst class is: 60.